Dataset: Reaction yield outcomes from USPTO patents with 853,638 reactions. Task: Predict the reaction yield, written as a fraction of the theoretical maximum amount of product (1.0 means a 100% yield; for example, 0.34 means a 34% yield). (1) The catalyst is O1CCCC1. The product is [CH2:1]([O:3][P:4]([CH2:9][C:10]1[CH:11]=[CH:12][C:13]([NH:16][C:17](=[O:33])[CH2:18][CH2:19][C:20]2[CH:21]=[N:22][O:23][C:24]=2[C:25]2[CH:30]=[CH:29][C:28]([S:31]([CH3:32])=[O:42])=[CH:27][CH:26]=2)=[CH:14][CH:15]=1)([O:6][CH2:7][CH3:8])=[O:5])[CH3:2]. The yield is 0.160. The reactants are [CH2:1]([O:3][P:4]([CH2:9][C:10]1[CH:15]=[CH:14][C:13]([NH:16][C:17](=[O:33])[CH2:18][CH2:19][C:20]2[CH:21]=[N:22][O:23][C:24]=2[C:25]2[CH:30]=[CH:29][C:28]([S:31][CH3:32])=[CH:27][CH:26]=2)=[CH:12][CH:11]=1)([O:6][CH2:7][CH3:8])=[O:5])[CH3:2].ClC1C=CC=C(C(OO)=[O:42])C=1.S([O-])([O-])=O.[Na+].[Na+]. (2) The reactants are [CH2:1]([O:3][C:4]1[CH:5]=[C:6]([CH:10]=[CH:11][C:12]=1[O:13][CH2:14][CH3:15])[C:7]([OH:9])=O)[CH3:2].CC[N:18]=[C:19]=[N:20]CCCN(C)C.[CH:27]1[CH:28]=[CH:29][C:30]2N(O)N=[N:33][C:31]=2[CH:32]=1.[O:37]1CCO[CH2:39][CH2:38]1. The product is [CH2:1]([O:3][C:4]1[CH:5]=[C:6]([C:7]2[O:9][N:18]=[C:19]([C:27]3[CH:32]=[C:31]4[C:30]([CH2:39][C:38](=[O:37])[NH:33]4)=[CH:29][CH:28]=3)[N:20]=2)[CH:10]=[CH:11][C:12]=1[O:13][CH2:14][CH3:15])[CH3:2]. The yield is 0.500. No catalyst specified. (3) The reactants are [C:1]([C:3]1[CH:30]=[CH:29][C:6]2[C:7](I)=[C:8]([C:10]3[CH:15]=[CH:14][C:13]([C:16]4([NH:20][C:21](=[O:27])[O:22][C:23]([CH3:26])([CH3:25])[CH3:24])[CH2:19][CH2:18][CH2:17]4)=[CH:12][CH:11]=3)[O:9][C:5]=2[CH:4]=1)#[N:2].[C:31]1(B(O)O)[CH:36]=[CH:35][CH:34]=[CH:33][CH:32]=1.[F-].[Cs+].C1(P(C2C=CC=CC=2)C2C=CC=CC=2)C=CC=CC=1. The catalyst is C([O-])(=O)C.[Pd+2].C([O-])(=O)C. The product is [C:1]([C:3]1[CH:30]=[CH:29][C:6]2[C:7]([C:31]3[CH:36]=[CH:35][CH:34]=[CH:33][CH:32]=3)=[C:8]([C:10]3[CH:15]=[CH:14][C:13]([C:16]4([NH:20][C:21](=[O:27])[O:22][C:23]([CH3:26])([CH3:25])[CH3:24])[CH2:19][CH2:18][CH2:17]4)=[CH:12][CH:11]=3)[O:9][C:5]=2[CH:4]=1)#[N:2]. The yield is 0.910.